This data is from Forward reaction prediction with 1.9M reactions from USPTO patents (1976-2016). The task is: Predict the product of the given reaction. (1) Given the reactants [N:1]1([C:6]2[CH:13]=[CH:12][CH:11]=[CH:10][C:7]=2[CH:8]=[O:9])[CH:5]=[CH:4][N:3]=[CH:2]1.[F:14][C:15]([Si](C)(C)C)([F:17])[F:16], predict the reaction product. The product is: [F:14][C:15]([F:17])([F:16])[CH:8]([C:7]1[CH:10]=[CH:11][CH:12]=[CH:13][C:6]=1[N:1]1[CH:5]=[CH:4][N:3]=[CH:2]1)[OH:9]. (2) Given the reactants [O:1]=[C:2]1[NH:6][C:5](=[O:7])[CH:4]([CH2:8][C:9]2[CH:10]=[CH:11][C:12]([OH:19])=[C:13]([CH:18]=2)[C:14]([O:16][CH3:17])=[O:15])[S:3]1.C(=O)([O-])[O-].[Cs+].[Cs+].CS(O[CH2:31][CH2:32][N:33]1[C:37]2[CH:38]=[CH:39][CH:40]=[CH:41][C:36]=2[N:35]=[C:34]1[CH2:42][CH2:43][CH2:44][CH2:45][CH:46]1[CH2:51][CH2:50][CH2:49][CH2:48][CH2:47]1)(=O)=O.O, predict the reaction product. The product is: [CH:46]1([CH2:45][CH2:44][CH2:43][CH2:42][C:34]2[N:33]([CH2:32][CH2:31][O:19][C:12]3[CH:11]=[CH:10][C:9]([CH2:8][CH:4]4[S:3][C:2](=[O:1])[NH:6][C:5]4=[O:7])=[CH:18][C:13]=3[C:14]([O:16][CH3:17])=[O:15])[C:37]3[CH:38]=[CH:39][CH:40]=[CH:41][C:36]=3[N:35]=2)[CH2:51][CH2:50][CH2:49][CH2:48][CH2:47]1. (3) Given the reactants [C:1]([Br:5])(Br)(Br)[Br:2].C1C=CC(P(C2C=CC=CC=2)C2C=CC=CC=2)=CC=1.[CH3:25]/[C:26](/[CH2:32][CH2:33][CH2:34][CH2:35][CH2:36][CH2:37][CH2:38][CH2:39][CH3:40])=[CH:27]\[CH2:28][CH2:29][CH:30]=O, predict the reaction product. The product is: [Br:2][C:1]([Br:5])=[CH:30][CH2:29][CH2:28]/[CH:27]=[C:26](\[CH3:25])/[CH2:32][CH2:33][CH2:34][CH2:35][CH2:36][CH2:37][CH2:38][CH2:39][CH3:40]. (4) Given the reactants [OH:1][CH:2]1[CH2:5][N:4]([CH2:6][CH2:7][C:8]2[CH:13]=[CH:12][CH:11]=[CH:10][C:9]=2[N:14]2[CH2:19][CH2:18][CH2:17][CH2:16][C:15]2=[O:20])[CH2:3]1.C(N(CC)CC)C.[CH3:28][S:29](Cl)(=[O:31])=[O:30].O, predict the reaction product. The product is: [CH3:28][S:29]([O:1][CH:2]1[CH2:5][N:4]([CH2:6][CH2:7][C:8]2[CH:13]=[CH:12][CH:11]=[CH:10][C:9]=2[N:14]2[CH2:19][CH2:18][CH2:17][CH2:16][C:15]2=[O:20])[CH2:3]1)(=[O:31])=[O:30]. (5) Given the reactants [CH:1]([N:4]1[C:8](=[O:9])[N:7]([C:10]2[CH:15]=[CH:14][C:13]([N:16]3[CH2:21][CH2:20][N:19]([C:22]4[CH:27]=[CH:26][C:25]([O:28]C)=[CH:24][CH:23]=4)[CH2:18][CH2:17]3)=[CH:12][CH:11]=2)[CH:6]=[N:5]1)([CH3:3])[CH3:2], predict the reaction product. The product is: [OH:28][C:25]1[CH:26]=[CH:27][C:22]([N:19]2[CH2:18][CH2:17][N:16]([C:13]3[CH:12]=[CH:11][C:10]([N:7]4[C:8](=[O:9])[N:4]([CH:1]([CH3:3])[CH3:2])[N:5]=[CH:6]4)=[CH:15][CH:14]=3)[CH2:21][CH2:20]2)=[CH:23][CH:24]=1.